Dataset: Reaction yield outcomes from USPTO patents with 853,638 reactions. Task: Predict the reaction yield, written as a fraction of the theoretical maximum amount of product (1.0 means a 100% yield; for example, 0.34 means a 34% yield). The reactants are [CH3:1][NH:2][NH2:3].[Cl:4][C:5]1[CH:10]=[CH:9][CH:8]=[C:7]([F:11])[C:6]=1[C:12](SC)=[N:13][C:14]([C:16]1[C:20]([CH3:21])=[CH:19][S:18][CH:17]=1)=O. The catalyst is C1(C)C=CC=CC=1. The product is [Cl:4][C:5]1[CH:10]=[CH:9][CH:8]=[C:7]([F:11])[C:6]=1[C:12]1[N:13]=[C:14]([C:16]2[C:20]([CH3:21])=[CH:19][S:18][CH:17]=2)[N:2]([CH3:1])[N:3]=1. The yield is 0.840.